Dataset: Full USPTO retrosynthesis dataset with 1.9M reactions from patents (1976-2016). Task: Predict the reactants needed to synthesize the given product. (1) Given the product [S:37](=[O:39])(=[O:38])([O:35][CH2:34][C@@H:10]1[CH2:11][C@@H:12]([O:14][C:15]2[CH:20]=[CH:19][N:18]=[C:17]3[NH:21][C:22]([C:24]4[C:33]5[C:28](=[CH:29][CH:30]=[CH:31][CH:32]=5)[CH:27]=[CH:26][CH:25]=4)=[N:23][C:16]=23)[CH2:13][C@@H:9]1[OH:8])[NH2:40], predict the reactants needed to synthesize it. The reactants are: [Si]([O:8][C@H:9]1[CH2:13][C@H:12]([O:14][C:15]2[CH:20]=[CH:19][N:18]=[C:17]3[NH:21][C:22]([C:24]4[C:33]5[C:28](=[CH:29][CH:30]=[CH:31][CH:32]=5)[CH:27]=[CH:26][CH:25]=4)=[N:23][C:16]=23)[CH2:11][C@H:10]1[CH2:34][OH:35])(C(C)(C)C)(C)C.Cl[S:37]([NH2:40])(=[O:39])=[O:38].Cl.C([O-])([O-])=O.[Na+].[Na+]. (2) Given the product [CH2:11]([C:10]1[CH:9]=[CH:27][N:23]=[C:22]([C:5]#[N:6])[CH:28]=1)[CH2:12][CH2:13][CH2:8][CH3:7], predict the reactants needed to synthesize it. The reactants are: C[Si]([C:5]#[N:6])(C)C.[CH2:7](OC1C=C[N+]([O-])=CC=1)[C:8]1[CH:13]=[CH:12][CH:11]=[CH:10][CH:9]=1.[CH3:22][N:23]([CH3:27])C(Cl)=O.[C:28](=O)(O)[O-].[Na+]. (3) Given the product [Cl:1][CH2:2][CH2:3][CH2:4][CH2:5][CH2:6][CH2:7][N:8]1[C:9]2[C:18]3[CH:17]=[CH:16][CH:15]=[CH:14][C:13]=3[N:12]=[CH:11][C:10]=2[N:19]=[C:20]1[CH3:21], predict the reactants needed to synthesize it. The reactants are: [Cl:1][CH2:2][CH2:3][CH2:4][CH2:5][CH2:6][CH2:7][NH:8][C:9]1[C:18]2[C:13](=[CH:14][CH:15]=[CH:16][CH:17]=2)[N:12]=[CH:11][C:10]=1[NH2:19].[C:20](OCC)(OCC)(OCC)[CH3:21].Cl.N1C=CC=CC=1. (4) Given the product [CH3:8][N:6]1[CH:7]=[C:2]([B:25]2[O:29][C:28]([CH3:31])([CH3:30])[C:27]([CH3:33])([CH3:32])[O:26]2)[CH:3]=[C:4]([NH:10][C:11]2[CH:16]=[CH:15][C:14]([C:17]([N:19]3[CH2:24][CH2:23][O:22][CH2:21][CH2:20]3)=[O:18])=[CH:13][N:12]=2)[C:5]1=[O:9], predict the reactants needed to synthesize it. The reactants are: Br[C:2]1[CH:3]=[C:4]([NH:10][C:11]2[CH:16]=[CH:15][C:14]([C:17]([N:19]3[CH2:24][CH2:23][O:22][CH2:21][CH2:20]3)=[O:18])=[CH:13][N:12]=2)[C:5](=[O:9])[N:6]([CH3:8])[CH:7]=1.[B:25]1([B:25]2[O:29][C:28]([CH3:31])([CH3:30])[C:27]([CH3:33])([CH3:32])[O:26]2)[O:29][C:28]([CH3:31])([CH3:30])[C:27]([CH3:33])([CH3:32])[O:26]1.C([O-])(=O)C.[K+]. (5) The reactants are: [NH2:1][C:2]1[CH:3]=[C:4]([C:8]2[N:13]3[N:14]=[CH:15][C:16]([C:17]([C:19]4[S:20][CH:21]=[CH:22][CH:23]=4)=[O:18])=[C:12]3[N:11]=[CH:10][CH:9]=2)[CH:5]=[CH:6][CH:7]=1.Cl.[NH:25]1[CH:29]=[C:28]([C:30](Cl)=[O:31])[N:27]=[CH:26]1.C([O-])(=O)C.[Na+]. Given the product [S:20]1[CH:21]=[CH:22][CH:23]=[C:19]1[C:17]([C:16]1[CH:15]=[N:14][N:13]2[C:8]([C:4]3[CH:3]=[C:2]([NH:1][C:30]([C:28]4[NH:27][CH:26]=[N:25][CH:29]=4)=[O:31])[CH:7]=[CH:6][CH:5]=3)=[CH:9][CH:10]=[N:11][C:12]=12)=[O:18], predict the reactants needed to synthesize it.